This data is from Forward reaction prediction with 1.9M reactions from USPTO patents (1976-2016). The task is: Predict the product of the given reaction. (1) Given the reactants [H-].[Al+3].[Li+].[H-].[H-].[H-].[N:7]1([C:14](=O)[CH3:15])[CH2:13][CH2:12][CH2:11][NH:10][CH2:9][CH2:8]1.Cl, predict the reaction product. The product is: [CH2:14]([N:7]1[CH2:13][CH2:12][CH2:11][NH:10][CH2:9][CH2:8]1)[CH3:15]. (2) Given the reactants Cl[C:2]1[N:7]=[C:6]([C:8]2[N:12]3[CH:13]=[CH:14][C:15]([C:17]([CH3:27])([O:19][Si:20]([CH2:25][CH3:26])([CH2:23][CH3:24])[CH2:21][CH3:22])[CH3:18])=[N:16][C:11]3=[N:10][CH:9]=2)[CH:5]=[CH:4][N:3]=1.[O:28]1[CH:32]=[CH:31][C:30](B(O)O)=[CH:29]1.[O-]P([O-])([O-])=O.[K+].[K+].[K+], predict the reaction product. The product is: [O:28]1[CH:32]=[CH:31][C:30]([C:2]2[N:7]=[C:6]([C:8]3[N:12]4[CH:13]=[CH:14][C:15]([C:17]([CH3:27])([O:19][Si:20]([CH2:25][CH3:26])([CH2:23][CH3:24])[CH2:21][CH3:22])[CH3:18])=[N:16][C:11]4=[N:10][CH:9]=3)[CH:5]=[CH:4][N:3]=2)=[CH:29]1.